Dataset: Full USPTO retrosynthesis dataset with 1.9M reactions from patents (1976-2016). Task: Predict the reactants needed to synthesize the given product. (1) Given the product [OH-:5].[C:1]([O:5][C:6]([NH:7][C@H:8]1[CH2:13][CH2:12][CH2:11][N+:10]([CH2:16][CH2:17][CH2:18][C:19]2[CH:24]=[CH:23][CH:22]=[C:21]([O:30][CH3:27])[CH:20]=2)([CH2:16][CH2:17][CH2:18][C:19]2[CH:24]=[CH:23][CH:22]=[C:21]([O:25][CH3:26])[CH:20]=2)[CH2:9]1)=[O:14])([CH3:4])([CH3:2])[CH3:3], predict the reactants needed to synthesize it. The reactants are: [C:1]([O:5][C:6](=[O:14])[NH:7][C@H:8]1[CH2:13][CH2:12][CH2:11][NH:10][CH2:9]1)([CH3:4])([CH3:3])[CH3:2].Br[CH2:16][CH2:17][CH2:18][C:19]1[CH:24]=[CH:23][CH:22]=[C:21]([O:25][CH3:26])[CH:20]=1.[C:27](=[O:30])([O-])[O-].[K+].[K+].[I-].[Na+]. (2) Given the product [OH:45][C:44]1[C:43]2[C:38](=[CH:39][CH:40]=[CH:41][CH:42]=2)[C:37]([NH:46][S:47]([C:50]2[CH:51]=[CH:52][C:53]([C:56]3[CH:61]=[CH:60][CH:59]=[CH:58][CH:57]=3)=[CH:54][CH:55]=2)(=[O:49])=[O:48])=[CH:36][C:35]=1[S:34][C:33]1[N:29]([CH3:28])[N:30]=[N:31][N:32]=1.[CH3:28][N:29]1[C:33]([S:34][C:35]2[C:44](=[O:45])[C:43]3[C:38](=[CH:39][CH:40]=[CH:41][CH:42]=3)/[C:37](=[N:46]/[S:47]([C:50]3[CH:55]=[CH:54][C:53]([C:56]4[CH:61]=[CH:60][CH:59]=[CH:58][CH:57]=4)=[CH:52][CH:51]=3)(=[O:48])=[O:49])/[CH:36]=2)=[N:32][N:31]=[N:30]1, predict the reactants needed to synthesize it. The reactants are: OC1C2C(=CC=CC=2)C(NS(C2SC=CC=2)(=O)=O)=CC=1SC1N(C)N=NN=1.[CH3:28][N:29]1[C:33]([S:34][C:35]2[C:44](=[O:45])[C:43]3[C:38](=[CH:39][CH:40]=[CH:41][CH:42]=3)/[C:37](=[N:46]/[S:47]([C:50]3[CH:55]=[CH:54][C:53]([C:56]4[CH:61]=[CH:60][CH:59]=[CH:58][CH:57]=4)=[CH:52][CH:51]=3)(=[O:49])=[O:48])/[CH:36]=2)=[N:32][N:31]=[N:30]1. (3) Given the product [C:1]1([N:7]([CH2:19][C:20]2[CH:21]=[C:22]([O:30][CH3:31])[C:23]([O:28][CH3:29])=[C:24]([O:26][CH3:27])[CH:25]=2)[C:8](=[O:17])[C:9]#[C:10][C:11]2[CH:16]=[CH:15][CH:14]=[CH:13][CH:12]=2)[CH:2]=[CH:3][CH:4]=[CH:5][CH:6]=1, predict the reactants needed to synthesize it. The reactants are: [C:1]1([NH:7][C:8](=[O:17])[C:9]#[C:10][C:11]2[CH:16]=[CH:15][CH:14]=[CH:13][CH:12]=2)[CH:6]=[CH:5][CH:4]=[CH:3][CH:2]=1.Br[CH2:19][C:20]1[CH:21]=[C:22]([O:30][CH3:31])[C:23]([O:28][CH3:29])=[C:24]([O:26][CH3:27])[CH:25]=1.C([O-])([O-])=O.[Cs+].[Cs+].O. (4) Given the product [C:22]([C:21]1[CH:24]=[CH:25][C:18]([N:5]2[CH:6]=[C:7]([C:8]([O:10][CH2:11][CH3:12])=[O:9])[C:3]([C:2]([F:1])([F:13])[F:14])=[N:4]2)=[CH:19][CH:20]=1)#[N:23], predict the reactants needed to synthesize it. The reactants are: [F:1][C:2]([F:14])([F:13])[C:3]1[C:7]([C:8]([O:10][CH2:11][CH3:12])=[O:9])=[CH:6][NH:5][N:4]=1.[H-].[Na+].F[C:18]1[CH:25]=[CH:24][C:21]([C:22]#[N:23])=[CH:20][CH:19]=1.